From a dataset of Reaction yield outcomes from USPTO patents with 853,638 reactions. Predict the reaction yield, written as a fraction of the theoretical maximum amount of product (1.0 means a 100% yield; for example, 0.34 means a 34% yield). (1) The reactants are [N:1]1([C:7]([N:9]2[CH2:14][CH:13]([C:15]3[CH:20]=[CH:19][C:18]([C:21]([F:24])([F:23])[F:22])=[CH:17][CH:16]=3)[CH2:12][CH:11]([CH2:25][C:26]([O:28]C)=[O:27])[CH2:10]2)=[O:8])[CH2:6][CH2:5][O:4][CH2:3][CH2:2]1.[OH-].[Li+]. No catalyst specified. The product is [N:1]1([C:7]([N:9]2[CH2:14][CH:13]([C:15]3[CH:20]=[CH:19][C:18]([C:21]([F:23])([F:24])[F:22])=[CH:17][CH:16]=3)[CH2:12][CH:11]([CH2:25][C:26]([OH:28])=[O:27])[CH2:10]2)=[O:8])[CH2:6][CH2:5][O:4][CH2:3][CH2:2]1. The yield is 0.880. (2) No catalyst specified. The product is [CH2:25]([C:28]1[CH:33]=[CH:32][C:31]([CH:14]2[CH2:15][N:16]([C:18]([O:20][C:21]([CH3:22])([CH3:23])[CH3:24])=[O:19])[CH2:17]2)=[CH:30][CH:29]=1)[CH2:26][CH3:27]. The reactants are COC1C=CC(S(NN=[C:14]2[CH2:17][N:16]([C:18]([O:20][C:21]([CH3:24])([CH3:23])[CH3:22])=[O:19])[CH2:15]2)(=O)=O)=CC=1.[CH2:25]([C:28]1[CH:33]=[CH:32][C:31](B(O)O)=[CH:30][CH:29]=1)[CH2:26][CH3:27].C([O-])([O-])=O.[Cs+].[Cs+]. The yield is 0.140. (3) The reactants are CC1C=CC(S(O[CH2:12][CH2:13][NH:14][C:15]2[C:16](=[O:32])[N:17]([C:28]([CH3:31])([CH3:30])[CH3:29])[S:18](=[O:27])(=[O:26])[C:19]=2[C:20]2[CH:25]=[CH:24][CH:23]=[CH:22][CH:21]=2)(=O)=O)=CC=1.[CH3:33][S:34]([O:37][C:38]1[CH:43]=[CH:42][CH:41]=[CH:40][C:39]=1[OH:44])(=[O:36])=[O:35].C(=O)([O-])[O-].[K+].[K+]. The catalyst is CC#N. The product is [CH3:33][S:34]([O:37][C:38]1[CH:43]=[CH:42][CH:41]=[CH:40][C:39]=1[O:44][CH2:12][CH2:13][NH:14][C:15]1[C:16](=[O:32])[N:17]([C:28]([CH3:31])([CH3:30])[CH3:29])[S:18](=[O:27])(=[O:26])[C:19]=1[C:20]1[CH:21]=[CH:22][CH:23]=[CH:24][CH:25]=1)(=[O:36])=[O:35]. The yield is 0.585. (4) The reactants are [I:1][C:2]1[CH:3]=[C:4]([N+:9]([O-])=O)[CH:5]=[C:6]([I:8])[CH:7]=1.O.O.Cl[Sn]Cl.[BH4-].[Na+].[OH-].[Na+]. The catalyst is CCO. The product is [I:1][C:2]1[CH:3]=[C:4]([CH:5]=[C:6]([I:8])[CH:7]=1)[NH2:9]. The yield is 0.700. (5) The reactants are [Cl:1][C:2]1[C:3]2[S:10][C:9]([C:11](Cl)=[O:12])=[CH:8][C:4]=2[N:5]=[CH:6][N:7]=1.[NH2:14][CH2:15][CH2:16][N:17]1[CH2:22][CH2:21][O:20][CH2:19][CH2:18]1. The catalyst is C(Cl)Cl. The product is [Cl:1][C:2]1[C:3]2[S:10][C:9]([C:11]([NH:14][CH2:15][CH2:16][N:17]3[CH2:22][CH2:21][O:20][CH2:19][CH2:18]3)=[O:12])=[CH:8][C:4]=2[N:5]=[CH:6][N:7]=1. The yield is 0.650. (6) The reactants are C[O:2][C:3](=[O:16])[C@H:4]([CH2:9][C:10]1[CH:15]=[CH:14][CH:13]=[CH:12][CH:11]=1)[NH:5]C(=O)C. The catalyst is Cl. The product is [NH2:5][C@H:4]([C:3]([OH:16])=[O:2])[CH2:9][C:10]1[CH:15]=[CH:14][CH:13]=[CH:12][CH:11]=1. The yield is 0.990.